The task is: Predict the reactants needed to synthesize the given product.. This data is from Full USPTO retrosynthesis dataset with 1.9M reactions from patents (1976-2016). Given the product [CH2:1]([O:8][C:9]1[CH:17]=[CH:16][CH:15]=[C:14]2[C:10]=1[CH2:11][CH2:12][CH:13]2[C:18]([N:29]([CH2:28][C:26]1[CH:25]=[N:24][N:23]([CH2:21][CH3:22])[CH:27]=1)[C:30]1[CH:35]=[CH:34][C:33]([CH:36]([CH3:37])[CH3:38])=[CH:32][CH:31]=1)=[O:20])[C:2]1[CH:3]=[CH:4][CH:5]=[CH:6][CH:7]=1, predict the reactants needed to synthesize it. The reactants are: [CH2:1]([O:8][C:9]1[CH:17]=[CH:16][CH:15]=[C:14]2[C:10]=1[CH2:11][CH2:12][CH:13]2[C:18]([OH:20])=O)[C:2]1[CH:7]=[CH:6][CH:5]=[CH:4][CH:3]=1.[CH2:21]([N:23]1[CH:27]=[C:26]([CH2:28][NH:29][C:30]2[CH:35]=[CH:34][C:33]([CH:36]([CH3:38])[CH3:37])=[CH:32][CH:31]=2)[CH:25]=[N:24]1)[CH3:22].